The task is: Predict the product of the given reaction.. This data is from Forward reaction prediction with 1.9M reactions from USPTO patents (1976-2016). Given the reactants [Cl:1][C:2]1[CH:7]=[CH:6][C:5]([CH2:8][C:9](Cl)=[O:10])=[CH:4][CH:3]=1.[CH3:12][C:13]1[CH:17]=[C:16]([NH2:18])[O:15][N:14]=1, predict the reaction product. The product is: [CH3:12][C:13]1[CH:17]=[C:16]([NH:18][C:9](=[O:10])[CH2:8][C:5]2[CH:6]=[CH:7][C:2]([Cl:1])=[CH:3][CH:4]=2)[O:15][N:14]=1.